Binary Classification. Given a T-cell receptor sequence (or CDR3 region) and an epitope sequence, predict whether binding occurs between them. From a dataset of TCR-epitope binding with 47,182 pairs between 192 epitopes and 23,139 TCRs. The epitope is GTSGSPIVNR. The TCR CDR3 sequence is CASSLAGGGAYGQYF. Result: 1 (the TCR binds to the epitope).